Task: Predict the reactants needed to synthesize the given product.. Dataset: Full USPTO retrosynthesis dataset with 1.9M reactions from patents (1976-2016) (1) Given the product [F:1][C:2]1[CH:3]=[CH:4][C:5]([C:8]2[S:9][C:10]([C:13](=[O:15])[CH3:14])=[CH:11][N:12]=2)=[CH:6][CH:7]=1, predict the reactants needed to synthesize it. The reactants are: [F:1][C:2]1[CH:7]=[CH:6][C:5]([C:8]2[S:9][C:10]([CH:13]([OH:15])[CH3:14])=[CH:11][N:12]=2)=[CH:4][CH:3]=1.CC(OI1(OC(C)=O)(OC(C)=O)OC(=O)C2C=CC=CC1=2)=O. (2) Given the product [NH:1]1[C:5]2=[N:6][CH:7]=[CH:8][CH:9]=[C:4]2[C:3](/[CH:10]=[C:11]2\[O:12][C:13]3[C:20]([CH2:21][N:22]4[CH2:23][CH2:24][NH:25][CH2:26][CH2:27]4)=[C:19]([O:35][CH3:36])[CH:18]=[CH:17][C:14]=3[C:15]\2=[O:16])=[N:2]1, predict the reactants needed to synthesize it. The reactants are: [NH:1]1[C:5]2=[N:6][CH:7]=[CH:8][CH:9]=[C:4]2[C:3](/[CH:10]=[C:11]2\[O:12][C:13]3[C:20]([CH2:21][N:22]4[CH2:27][CH2:26][N:25](C(OC(C)(C)C)=O)[CH2:24][CH2:23]4)=[C:19]([O:35][CH3:36])[CH:18]=[CH:17][C:14]=3[C:15]\2=[O:16])=[N:2]1.Cl.